This data is from Full USPTO retrosynthesis dataset with 1.9M reactions from patents (1976-2016). The task is: Predict the reactants needed to synthesize the given product. (1) Given the product [Br:1][C:2]1[CH:3]=[C:4]([CH2:12][Cl:22])[CH:5]=[CH:6][C:7]=1[O:8][CH2:9][O:10][CH3:11], predict the reactants needed to synthesize it. The reactants are: [Br:1][C:2]1[CH:3]=[C:4]([CH2:12]O)[CH:5]=[CH:6][C:7]=1[O:8][CH2:9][O:10][CH3:11].N1C=CC=CC=1.S(Cl)([Cl:22])=O. (2) Given the product [NH2:1][C:2]1[N:3]([C:23]2[CH:24]=[CH:25][CH:26]=[CH:27][CH:28]=2)[N:4]=[C:5]2[C:14]3[CH:13]=[CH:12][CH:11]=[CH:10][C:9]=3[NH:8][C:7](=[O:22])[C:6]=12, predict the reactants needed to synthesize it. The reactants are: [NH2:1][C:2]1[N:3]([C:23]2[CH:28]=[CH:27][CH:26]=[CH:25][CH:24]=2)[N:4]=[C:5]2[C:14]3[CH:13]=[CH:12][CH:11]=[CH:10][C:9]=3[N:8](CC3C=CC=CC=3)[C:7](=[O:22])[C:6]=12.Br.[OH-].[Na+]. (3) Given the product [F:13][C:4]1[CH:3]=[C:2]([C:17](=[O:21])[CH2:18][O:19][CH3:20])[CH:7]=[CH:6][C:5]=1[O:8][C:9]([F:12])([F:11])[F:10], predict the reactants needed to synthesize it. The reactants are: Br[C:2]1[CH:7]=[CH:6][C:5]([O:8][C:9]([F:12])([F:11])[F:10])=[C:4]([F:13])[CH:3]=1.CON(C)[C:17](=[O:21])[CH2:18][O:19][CH3:20].C([Li])CCC.CCCCCC.Cl. (4) Given the product [Cl:1][C:2]1[N:10]=[CH:9][CH:8]=[CH:7][C:3]=1[C:4]([NH:24][CH2:23][C:21]1[S:22][C:18]([O:11][C:12]2[CH:13]=[CH:14][CH:15]=[CH:16][CH:17]=2)=[CH:19][CH:20]=1)=[O:6], predict the reactants needed to synthesize it. The reactants are: [Cl:1][C:2]1[N:10]=[CH:9][CH:8]=[CH:7][C:3]=1[C:4]([OH:6])=O.[O:11]([C:18]1[S:22][C:21]([CH2:23][NH2:24])=[CH:20][CH:19]=1)[C:12]1[CH:17]=[CH:16][CH:15]=[CH:14][CH:13]=1.F[P-](F)(F)(F)(F)F.N1(O[P+](N(C)C)(N(C)C)N(C)C)C2C=CC=CC=2N=N1.C(N(CC)CC)C. (5) Given the product [CH3:21][O:20][C:17]1[CH:18]=[CH:19][C:14]([C:10]2[C:9]([C:22]3[CH:23]=[CH:24][C:25]([O:28][CH3:29])=[CH:26][CH:27]=3)=[N:8][N:7]([CH2:6][C:5]3[CH:30]=[CH:31][C:50]([N:49]([CH3:52])[CH3:48])=[CH:3][CH:4]=3)[C:12](=[O:13])[CH:11]=2)=[CH:15][CH:16]=1, predict the reactants needed to synthesize it. The reactants are: NC1[CH:31]=[CH:30][C:5]([CH2:6][N:7]2[C:12](=[O:13])[CH:11]=[C:10]([C:14]3[CH:19]=[CH:18][C:17]([O:20][CH3:21])=[CH:16][CH:15]=3)[C:9]([C:22]3[CH:27]=[CH:26][C:25]([O:28][CH3:29])=[CH:24][CH:23]=3)=[N:8]2)=[CH:4][CH:3]=1.C(=O)([O-])O.[Na+].S(OC)(OC)(=O)=O.CC(C)=O.[CH3:48][N:49]([CH3:52])[CH:50]=O. (6) Given the product [Cl:25][C:26]1[CH:27]=[C:28]([C:53]([NH:62][CH2:61][C@H:57]2[CH2:58][CH2:59][CH2:60][O:56]2)=[O:55])[CH:29]=[N:30][C:31]=1[NH:32][NH:33][C:34]([NH:36][CH:37]1[C:43]2[CH:44]=[N:45][CH:46]=[CH:47][C:42]=2[CH2:41][CH2:40][C:39]2[C:49]([F:18])=[CH:50][CH:51]=[CH:52][C:38]1=2)=[S:35], predict the reactants needed to synthesize it. The reactants are: CN(C(ON1N=NC2C=CC=NC1=2)=[N+](C)C)C.[F:18][P-](F)(F)(F)(F)F.[Cl:25][C:26]1[CH:27]=[C:28]([C:53]([OH:55])=O)[CH:29]=[N:30][C:31]=1[NH:32][NH:33][C:34]([NH:36][CH:37]1[C:43]2[C:44](F)=[N:45][CH:46]=[CH:47][C:42]=2[CH2:41][CH2:40][C:39]2[CH:49]=[CH:50][CH:51]=[CH:52][C:38]1=2)=[S:35].[O:56]1[CH2:60][CH2:59][CH2:58][C@@H:57]1[CH2:61][NH2:62].CCN(C(C)C)C(C)C. (7) Given the product [Cl:1][C:2]1[CH:7]=[CH:6][C:5]([O:28][C:25]2[CH:24]=[CH:23][C:22]([CH:21]3[C:14]4=[N:13][S:12](=[O:29])(=[O:11])[CH2:17][CH2:16][N:15]4[CH2:18][CH2:19][CH2:20]3)=[CH:27][CH:26]=2)=[CH:4][CH:3]=1, predict the reactants needed to synthesize it. The reactants are: [Cl:1][C:2]1[CH:7]=[CH:6][C:5](B(O)O)=[CH:4][CH:3]=1.[O:11]=[S:12]1(=[O:29])[CH2:17][CH2:16][N:15]2[CH2:18][CH2:19][CH2:20][CH:21]([C:22]3[CH:27]=[CH:26][C:25]([OH:28])=[CH:24][CH:23]=3)[C:14]2=[N:13]1.N1C=CC=CC=1.C(=O)([O-])[O-].[Cs+].[Cs+].